From a dataset of Full USPTO retrosynthesis dataset with 1.9M reactions from patents (1976-2016). Predict the reactants needed to synthesize the given product. Given the product [CH3:31][C:32]1[CH:37]=[CH:36][C:35]([CH3:38])=[CH:34][C:33]=1[C:2]1[CH:7]=[CH:6][CH:5]=[CH:4][C:3]=1[CH2:8][CH2:9][C:10]([N:12]([CH:22]([CH3:24])[CH3:23])[NH:13][C:14](=[O:21])[C:15]1[CH:20]=[CH:19][CH:18]=[CH:17][CH:16]=1)=[O:11], predict the reactants needed to synthesize it. The reactants are: Br[C:2]1[CH:7]=[CH:6][CH:5]=[CH:4][C:3]=1[CH2:8][CH2:9][C:10]([N:12]([CH:22]([CH3:24])[CH3:23])[NH:13][C:14](=[O:21])[C:15]1[CH:20]=[CH:19][CH:18]=[CH:17][CH:16]=1)=[O:11].C([O-])([O-])=O.[Na+].[Na+].[CH3:31][C:32]1[CH:37]=[CH:36][C:35]([CH3:38])=[CH:34][C:33]=1B(O)O.